This data is from Full USPTO retrosynthesis dataset with 1.9M reactions from patents (1976-2016). The task is: Predict the reactants needed to synthesize the given product. (1) Given the product [CH3:1][O:2][CH2:3][O:4][C@@H:5]1[CH2:18][CH2:17][C@H:16]2[C@@H:7]([CH2:8][C@H:9]3[C@H:14]([CH2:15]2)[C@H:13]2[CH2:19][CH:20]=[C:21]([O:22][S:41]([C:44]([F:47])([F:46])[F:45])(=[O:43])=[O:42])[C@:12]2([CH3:23])[CH2:11][CH2:10]3)[CH2:6]1, predict the reactants needed to synthesize it. The reactants are: [CH3:1][O:2][CH2:3][O:4][C@@H:5]1[CH2:18][CH2:17][C@H:16]2[C@@H:7]([CH2:8][C@H:9]3[C@H:14]([CH2:15]2)[C@H:13]2[CH2:19][CH2:20][C:21](=[O:22])[C@:12]2([CH3:23])[CH2:11][CH2:10]3)[CH2:6]1.C[Si]([N-][Si](C)(C)C)(C)C.[K+].C1C=CC(N([S:41]([C:44]([F:47])([F:46])[F:45])(=[O:43])=[O:42])[S:41]([C:44]([F:47])([F:46])[F:45])(=[O:43])=[O:42])=CC=1.O. (2) Given the product [Cl:21][C:16]1[CH:15]=[C:14]([CH:19]=[CH:18][C:17]=1[Cl:20])[CH2:13][NH:12][C:10]([NH:9][C:6]1[S:7][CH:8]=[C:4]([CH:1]([NH:37][CH3:36])[CH3:2])[N:5]=1)=[O:11], predict the reactants needed to synthesize it. The reactants are: [C:1]([C:4]1[N:5]=[C:6]([NH:9][C:10]([NH:12][CH2:13][C:14]2[CH:19]=[CH:18][C:17]([Cl:20])=[C:16]([Cl:21])[CH:15]=2)=[O:11])[S:7][CH:8]=1)(=O)[CH3:2].C(O[BH-](OC(=O)C)OC(=O)C)(=O)C.[Na+].[CH3:36][NH2:37]. (3) Given the product [CH3:32][C:27]1[C:26]2[C:22]([CH2:21][N:12]3[C:13]4[CH:20]=[CH:19][CH:18]=[N:17][C:14]=4[C:15](=[O:16])[N:10]([C@@H:7]([CH2:8][CH3:9])[C:6]([OH:34])=[O:5])[C:11]3=[O:33])=[N:23][S:24][C:25]=2[CH:30]=[C:29]([CH3:31])[CH:28]=1, predict the reactants needed to synthesize it. The reactants are: C([O:5][C:6](=[O:34])[C@@H:7]([N:10]1[C:15](=[O:16])[C:14]2[N:17]=[CH:18][CH:19]=[CH:20][C:13]=2[N:12]([CH2:21][C:22]2[C:26]3[C:27]([CH3:32])=[CH:28][C:29]([CH3:31])=[CH:30][C:25]=3[S:24][N:23]=2)[C:11]1=[O:33])[CH2:8][CH3:9])(C)(C)C. (4) Given the product [Br:1][C:2]1[N:6]=[C:5]([N:7]([CH2:8][C:9]2[CH:14]=[CH:13][C:12]([O:15][CH3:16])=[CH:11][CH:10]=2)[S:37]([C:34]2[CH:35]=[C:36]3[C:31]([C:30]([C:52]4[CH:57]=[CH:56][C:55]([C:58]([F:61])([F:60])[F:59])=[CH:54][C:53]=4[C:62]4[N:66]([CH3:67])[N:65]=[CH:64][CH:63]=4)=[CH:29][N:28]3[CH3:27])=[CH:32][CH:33]=2)(=[O:39])=[O:38])[S:4][N:3]=1, predict the reactants needed to synthesize it. The reactants are: [Br:1][C:2]1[N:6]=[C:5]([NH:7][CH2:8][C:9]2[CH:14]=[CH:13][C:12]([O:15][CH3:16])=[CH:11][CH:10]=2)[S:4][N:3]=1.C[Si]([N-][Si](C)(C)C)(C)C.[Li+].[CH3:27][N:28]1[C:36]2[C:31](=[CH:32][CH:33]=[C:34]([S:37](OC3C(F)=C(F)C(F)=C(F)C=3F)(=[O:39])=[O:38])[CH:35]=2)[C:30]([C:52]2[CH:57]=[CH:56][C:55]([C:58]([F:61])([F:60])[F:59])=[CH:54][C:53]=2[C:62]2[N:66]([CH3:67])[N:65]=[CH:64][CH:63]=2)=[CH:29]1. (5) Given the product [CH3:8][O:9][C:10]1[CH:19]=[C:18]([NH:20][C:21]2[S:22][C:23]3[CH2:29][CH2:28][CH2:27][CH:26]([C:30]4[CH:35]=[CH:34][CH:33]=[CH:32][CH:31]=4)[C:24]=3[N:25]=2)[CH:17]=[CH:16][C:11]=1[C:12]1[O:13][C:1]([CH3:2])=[N:15][N:14]=1, predict the reactants needed to synthesize it. The reactants are: [C:1](OC(=O)C)(=O)[CH3:2].[CH3:8][O:9][C:10]1[CH:19]=[C:18]([NH:20][C:21]2[S:22][C:23]3[CH2:29][CH2:28][CH2:27][CH:26]([C:30]4[CH:35]=[CH:34][CH:33]=[CH:32][CH:31]=4)[C:24]=3[N:25]=2)[CH:17]=[CH:16][C:11]=1[C:12]([NH:14][NH2:15])=[O:13]. (6) Given the product [NH:1]([CH:2]1[CH2:3][CH2:4][CH:5]([N:8]2[C:19]3=[C:20]4[C:15](=[CH:16][CH:17]=[CH:18]3)[C:14]([OH:21])=[N:13][CH:12]=[C:11]4[CH2:10][CH2:9]2)[CH2:6][CH2:7]1)[C:22]([CH3:23])=[O:24], predict the reactants needed to synthesize it. The reactants are: [NH2:1][CH:2]1[CH2:7][CH2:6][CH:5]([N:8]2[C:19]3=[C:20]4[C:15](=[CH:16][CH:17]=[CH:18]3)[C:14]([OH:21])=[N:13][CH:12]=[C:11]4[CH2:10][CH2:9]2)[CH2:4][CH2:3]1.[C:22](OC(=O)C)(=[O:24])[CH3:23]. (7) Given the product [CH3:1][O:2][CH2:3][O:5][C:6]1[CH:7]=[C:8]([CH:11]=[CH:12][C:13]=1[O:14][CH2:15][O:26][CH3:25])[CH:9]=[O:10], predict the reactants needed to synthesize it. The reactants are: [CH3:1][O:2][CH2:3]Cl.[OH:5][C:6]1[CH:7]=[C:8]([CH:11]=[CH:12][C:13]=1[OH:14])[CH:9]=[O:10].[CH2:15](N(CC)CC)C.O.CN(C)[CH:25]=[O:26].